Dataset: NCI-60 drug combinations with 297,098 pairs across 59 cell lines. Task: Regression. Given two drug SMILES strings and cell line genomic features, predict the synergy score measuring deviation from expected non-interaction effect. (1) Drug 1: CCN(CC)CCCC(C)NC1=C2C=C(C=CC2=NC3=C1C=CC(=C3)Cl)OC. Drug 2: C1CN(CCN1C(=O)CCBr)C(=O)CCBr. Cell line: MDA-MB-231. Synergy scores: CSS=22.6, Synergy_ZIP=-9.68, Synergy_Bliss=2.19, Synergy_Loewe=-13.8, Synergy_HSA=0.603. (2) Drug 1: C1CN1C2=NC(=NC(=N2)N3CC3)N4CC4. Drug 2: C1CCC(CC1)NC(=O)N(CCCl)N=O. Cell line: HOP-62. Synergy scores: CSS=6.12, Synergy_ZIP=-2.48, Synergy_Bliss=-7.39, Synergy_Loewe=-31.2, Synergy_HSA=-7.25. (3) Drug 1: COC1=C(C=C2C(=C1)N=CN=C2NC3=CC(=C(C=C3)F)Cl)OCCCN4CCOCC4. Drug 2: C1=CC(=CC=C1C#N)C(C2=CC=C(C=C2)C#N)N3C=NC=N3. Cell line: MOLT-4. Synergy scores: CSS=11.8, Synergy_ZIP=-0.0627, Synergy_Bliss=5.38, Synergy_Loewe=-0.375, Synergy_HSA=5.73. (4) Drug 1: COC1=NC(=NC2=C1N=CN2C3C(C(C(O3)CO)O)O)N. Drug 2: CC1CCC2CC(C(=CC=CC=CC(CC(C(=O)C(C(C(=CC(C(=O)CC(OC(=O)C3CCCCN3C(=O)C(=O)C1(O2)O)C(C)CC4CCC(C(C4)OC)O)C)C)O)OC)C)C)C)OC. Cell line: EKVX. Synergy scores: CSS=1.67, Synergy_ZIP=-0.898, Synergy_Bliss=0.676, Synergy_Loewe=-10.7, Synergy_HSA=-2.16. (5) Drug 1: CN(C(=O)NC(C=O)C(C(C(CO)O)O)O)N=O. Drug 2: COCCOC1=C(C=C2C(=C1)C(=NC=N2)NC3=CC=CC(=C3)C#C)OCCOC.Cl. Cell line: SN12C. Synergy scores: CSS=0.172, Synergy_ZIP=0.755, Synergy_Bliss=1.88, Synergy_Loewe=-5.32, Synergy_HSA=-1.55. (6) Drug 1: CN(C)C1=NC(=NC(=N1)N(C)C)N(C)C. Synergy scores: CSS=54.8, Synergy_ZIP=24.5, Synergy_Bliss=19.8, Synergy_Loewe=-74.2, Synergy_HSA=17.8. Drug 2: CC=C1C(=O)NC(C(=O)OC2CC(=O)NC(C(=O)NC(CSSCCC=C2)C(=O)N1)C(C)C)C(C)C. Cell line: EKVX. (7) Drug 1: CC1C(C(CC(O1)OC2CC(CC3=C2C(=C4C(=C3O)C(=O)C5=C(C4=O)C(=CC=C5)OC)O)(C(=O)C)O)N)O.Cl. Drug 2: C1=CC(=CC=C1CCCC(=O)O)N(CCCl)CCCl. Cell line: OVCAR-5. Synergy scores: CSS=32.7, Synergy_ZIP=-4.22, Synergy_Bliss=7.23, Synergy_Loewe=-1.50, Synergy_HSA=8.01.